This data is from Catalyst prediction with 721,799 reactions and 888 catalyst types from USPTO. The task is: Predict which catalyst facilitates the given reaction. (1) Reactant: C[Mg]Br.[C:4]([C:6]1[CH:7]=[C:8]2[C:12](=[CH:13][CH:14]=1)[N:11]([S:15]([C:18]1[CH:23]=[CH:22][C:21]([CH3:24])=[CH:20][CH:19]=1)(=[O:17])=[O:16])[CH:10]=[C:9]2[C@@H:25]1[CH2:27][C@H:26]1[C:28](N(OC)C)=[O:29])#[N:5].[CH2:34]1COCC1. Product: [C:28]([C@@H:26]1[CH2:27][C@H:25]1[C:9]1[C:8]2[C:12](=[CH:13][CH:14]=[C:6]([C:4]#[N:5])[CH:7]=2)[N:11]([S:15]([C:18]2[CH:23]=[CH:22][C:21]([CH3:24])=[CH:20][CH:19]=2)(=[O:16])=[O:17])[CH:10]=1)(=[O:29])[CH3:34]. The catalyst class is: 27. (2) Reactant: Br[C:2]1[CH:14]=[CH:13][C:12]2[C:11]3[C:6](=[CH:7][C:8](Br)=[CH:9][CH:10]=3)[C:5]([F:17])([F:16])[C:4]=2[CH:3]=1.C([Sn](CCCC)(CCCC)C([O:25][CH2:26][CH3:27])=C)CCC.[O:36]1CCO[CH2:38][CH2:37]1. Product: [F:16][C:5]1([F:17])[C:6]2[CH:7]=[C:8]([C:37](=[O:36])[CH3:38])[CH:9]=[CH:10][C:11]=2[C:12]2[C:4]1=[CH:3][C:2]([C:26](=[O:25])[CH3:27])=[CH:14][CH:13]=2. The catalyst class is: 73. (3) Reactant: [Cl:1][C:2]1[CH:7]=[CH:6][C:5]([CH2:8]Cl)=[CH:4][N:3]=1.[CH3:10][NH:11][C:12]([CH3:15])([CH3:14])[CH3:13].C(=O)([O-])[O-].[K+].[K+]. Product: [CH3:10][N:11]([C:12]([CH3:15])([CH3:14])[CH3:13])[CH2:8][C:5]1[CH:4]=[N:3][C:2]([Cl:1])=[CH:7][CH:6]=1. The catalyst class is: 10. (4) Reactant: [NH2:1][C@:2]12[CH2:38][CH2:37][C@@H:36]([C:39]([CH3:41])=[CH2:40])[C@@H:3]1[C@@H:4]1[C@@:17]([CH3:20])([CH2:18][CH2:19]2)[C@@:16]2([CH3:21])[C@@H:7]([C@:8]3([CH3:35])[C@@H:13]([CH2:14][CH2:15]2)[C:12]([CH3:23])([CH3:22])[C:11]([C:24]2[CH:33]=[CH:32][C:27]([C:28]([O:30][CH3:31])=[O:29])=[C:26]([F:34])[CH:25]=2)=[CH:10][CH2:9]3)[CH2:6][CH2:5]1.[I-].[K+].P(=O)(O)(O)O.[K].FC(F)(F)S(O[CH2:56][CH2:57][CH2:58][N:59]1[CH2:63][CH2:62][CH2:61][C:60]1=[O:64])(=O)=O. Product: [F:34][C:26]1[CH:25]=[C:24]([C:11]2[C:12]([CH3:22])([CH3:23])[C@H:13]3[C@:8]([CH3:35])([CH2:9][CH:10]=2)[C@@H:7]2[C@:16]([CH3:21])([C@@:17]4([CH3:20])[C@H:4]([CH2:5][CH2:6]2)[C@H:3]2[C@H:36]([C:39]([CH3:41])=[CH2:40])[CH2:37][CH2:38][C@:2]2([NH:1][CH2:56][CH2:57][CH2:58][N:59]2[CH2:63][CH2:62][CH2:61][C:60]2=[O:64])[CH2:19][CH2:18]4)[CH2:15][CH2:14]3)[CH:33]=[CH:32][C:27]=1[C:28]([O:30][CH3:31])=[O:29]. The catalyst class is: 10. (5) Reactant: Cl[C:2]1[C:3]([N:12]2[CH:16]=[CH:15][CH:14]=[CH:13]2)=[CH:4][C:5]([N+:9]([O-:11])=[O:10])=[C:6]([NH2:8])[CH:7]=1.[CH3:17][OH:18].[OH-].[K+]. Product: [CH3:17][O:18][C:2]1[C:3]([N:12]2[CH:16]=[CH:15][CH:14]=[CH:13]2)=[CH:4][C:5]([N+:9]([O-:11])=[O:10])=[C:6]([NH2:8])[CH:7]=1. The catalyst class is: 16. (6) Reactant: C([O:4][C@@H:5]1[CH:13]([C@@:14]2([CH3:32])[CH2:19][CH2:18][C@H:17]([O:20][Si:21]([C:24]([CH3:27])([CH3:26])[CH3:25])([CH3:23])[CH3:22])[CH2:16][C@@H:15]2[CH2:28][N:29]=[N+]=[N-])[CH2:12][CH2:11][C@@:10]2([CH3:33])[CH:6]1[CH2:7][CH2:8][C:9]12[O:37][CH2:36][CH2:35][O:34]1)(=O)C.[H-].[H-].[H-].[H-].[Li+].[Al+3]. Product: [NH2:29][CH2:28][C@H:15]1[CH2:16][C@@H:17]([O:20][Si:21]([C:24]([CH3:27])([CH3:26])[CH3:25])([CH3:23])[CH3:22])[CH2:18][CH2:19][C@@:14]1([CH:13]1[CH2:12][CH2:11][C@@:10]2([CH3:33])[CH:6]([CH2:7][CH2:8][C:9]32[O:37][CH2:36][CH2:35][O:34]3)[C@@H:5]1[OH:4])[CH3:32]. The catalyst class is: 116. (7) Reactant: [CH2:1]([O:3][P:4]([C:9]1[CH:14]=[CH:13][C:12]([O:15][C:16]2[CH:21]=[CH:20][CH:19]=[CH:18][C:17]=2[N+:22]([O-])=O)=[CH:11][CH:10]=1)(=[O:8])[O:5][CH2:6][CH3:7])[CH3:2]. Product: [CH2:6]([O:5][P:4]([C:9]1[CH:14]=[CH:13][C:12]([O:15][C:16]2[CH:21]=[CH:20][CH:19]=[CH:18][C:17]=2[NH2:22])=[CH:11][CH:10]=1)(=[O:8])[O:3][CH2:1][CH3:2])[CH3:7]. The catalyst class is: 707. (8) Reactant: FC(F)(F)C(O)=O.C(O[C:13]([NH:15][C@H:16]1[CH2:21][CH2:20][C@H:19]([CH2:22][C:23]([OH:25])=[O:24])[CH2:18][CH2:17]1)=[O:14])(C)(C)C.C1(=O)O[C:29](=[O:30])[C:28]2=[CH:32][CH:33]=[CH:34][CH:35]=[C:27]12.CO. Product: [O:30]=[C:29]1[C:28]2[C:27](=[CH:35][CH:34]=[CH:33][CH:32]=2)[C:13](=[O:14])[N:15]1[C@H:16]1[CH2:17][CH2:18][C@H:19]([CH2:22][C:23]([OH:25])=[O:24])[CH2:20][CH2:21]1. The catalyst class is: 4. (9) Reactant: Cl[C:2]1[N:7]=[C:6]([NH:8][CH:9]2[CH2:23][CH:12]3[CH2:13][N:14]([C:16]([O:18][C:19]([CH3:22])([CH3:21])[CH3:20])=[O:17])[CH2:15][CH:11]3[CH2:10]2)[C:5]([Cl:24])=[CH:4][N:3]=1.[NH2:25][C:26]1[CH:27]=[N:28][N:29]([CH2:31][CH2:32][OH:33])[CH:30]=1.Cl. Product: [Cl:24][C:5]1[C:6]([NH:8][CH:9]2[CH2:23][CH:12]3[CH2:13][N:14]([C:16]([O:18][C:19]([CH3:22])([CH3:21])[CH3:20])=[O:17])[CH2:15][CH:11]3[CH2:10]2)=[N:7][C:2]([NH:25][C:26]2[CH:27]=[N:28][N:29]([CH2:31][CH2:32][OH:33])[CH:30]=2)=[N:3][CH:4]=1. The catalyst class is: 41.